From a dataset of Full USPTO retrosynthesis dataset with 1.9M reactions from patents (1976-2016). Predict the reactants needed to synthesize the given product. (1) Given the product [Br:13][C:10]1[CH:11]=[CH:12][C:7]([O:6][CH2:5][C:4]([OH:3])=[O:18])=[C:8]([C:14]2[N:27]=[C:19]([C:20]3[CH:25]=[CH:24][CH:23]=[CH:22][CH:21]=3)[O:26][CH:15]=2)[CH:9]=1, predict the reactants needed to synthesize it. The reactants are: C([O:3][C:4](=[O:18])[CH2:5][O:6][C:7]1[CH:12]=[CH:11][C:10]([Br:13])=[CH:9][C:8]=1[C:14](=O)[CH2:15]Br)C.[C:19]([NH2:27])(=[O:26])[C:20]1[CH:25]=[CH:24][CH:23]=[CH:22][CH:21]=1. (2) Given the product [CH2:18]([N:20]1[CH2:25][CH2:24][C:23]([C:9]2[CH:14]=[CH:13][CH:12]=[C:11]([S:15][CH3:16])[C:10]=2[F:17])([OH:26])[CH2:22][CH2:21]1)[CH3:19], predict the reactants needed to synthesize it. The reactants are: C([Li])CCCCC.Br[C:9]1[CH:14]=[CH:13][CH:12]=[C:11]([S:15][CH3:16])[C:10]=1[F:17].[CH2:18]([N:20]1[CH2:25][CH2:24][C:23](=[O:26])[CH2:22][CH2:21]1)[CH3:19]. (3) Given the product [ClH:24].[S:1]1[C:5]2[CH:6]=[CH:7][CH:8]=[CH:9][C:4]=2[CH:3]=[C:2]1[C@@H:10]([C:18]1[CH:23]=[CH:22][CH:21]=[CH:20][C:19]=1[Cl:24])[NH2:11], predict the reactants needed to synthesize it. The reactants are: [S:1]1[C:5]2[CH:6]=[CH:7][CH:8]=[CH:9][C:4]=2[CH:3]=[C:2]1[C@@H:10]([C:18]1[CH:23]=[CH:22][CH:21]=[CH:20][C:19]=1[Cl:24])[NH:11][S@](C(C)(C)C)=O.CO.Cl. (4) Given the product [CH3:14][N:11]1[C:12]2[C:8](=[CH:7][CH:6]=[C:5]([C:3]3[N:21]=[C:18]([CH3:19])[O:20][CH:2]=3)[CH:13]=2)[C:9]([CH3:17])([CH3:16])[C:10]1=[O:15], predict the reactants needed to synthesize it. The reactants are: Br[CH2:2][C:3]([C:5]1[CH:13]=[C:12]2[C:8]([C:9]([CH3:17])([CH3:16])[C:10](=[O:15])[N:11]2[CH3:14])=[CH:7][CH:6]=1)=O.[C:18]([NH2:21])(=[O:20])[CH3:19]. (5) Given the product [C:21]1([CH3:32])[CH:22]=[CH:23][C:24]([S:27]([O-:30])(=[O:28])=[O:29])=[CH:25][CH:26]=1.[C:15]1([S+:8]([C:2]2[CH:3]=[CH:4][CH:5]=[CH:6][CH:7]=2)[C:9]2[CH:14]=[CH:13][CH:12]=[CH:11][CH:10]=2)[CH:16]=[CH:17][CH:18]=[CH:19][CH:20]=1, predict the reactants needed to synthesize it. The reactants are: [I-].[C:2]1([S+:8]([C:15]2[CH:20]=[CH:19][CH:18]=[CH:17][CH:16]=2)[C:9]2[CH:14]=[CH:13][CH:12]=[CH:11][CH:10]=2)[CH:7]=[CH:6][CH:5]=[CH:4][CH:3]=1.[C:21]1([CH3:32])[CH:26]=[CH:25][C:24]([S:27]([O:30]C)(=[O:29])=[O:28])=[CH:23][CH:22]=1.